From a dataset of Forward reaction prediction with 1.9M reactions from USPTO patents (1976-2016). Predict the product of the given reaction. (1) Given the reactants [CH3:1][O:2][C:3]1[CH:4]=[C:5]2[C:10](=[CH:11][C:12]=1[O:13][CH3:14])[N:9]=[CH:8][CH:7]=[C:6]2[O:15][C:16]1[CH:22]=[CH:21][C:19]([NH2:20])=[C:18]([CH3:23])[C:17]=1[CH3:24].C1(C)C=CC=CC=1.C(N(CC)CC)C.Cl[C:40](Cl)([O:42][C:43](=[O:49])OC(Cl)(Cl)Cl)Cl.[N:51]1[CH:56]=[CH:55][CH:54]=[CH:53][C:52]=1[S:57][CH2:58][CH2:59]CO, predict the reaction product. The product is: [CH3:1][O:2][C:3]1[CH:4]=[C:5]2[C:10](=[CH:11][C:12]=1[O:13][CH3:14])[N:9]=[CH:8][CH:7]=[C:6]2[O:15][C:16]1[CH:22]=[CH:21][C:19]([NH:20][C:43](=[O:49])[O:42][CH2:40][CH2:59][CH2:58][S:57][C:52]2[CH:53]=[CH:54][CH:55]=[CH:56][N:51]=2)=[C:18]([CH3:23])[C:17]=1[CH3:24]. (2) Given the reactants [CH:1]1([CH2:6][CH:7]([N:11]2[C:16](=[O:17])[CH:15]=[CH:14][CH:13]=[N:12]2)[C:8]([OH:10])=O)[CH2:5][CH2:4][CH2:3][CH2:2]1.[B-](F)(F)(F)F.CN(C(ON1C(=O)CCC1=O)=[N+](C)C)C.C(N(CC)C(C)C)(C)C.[NH2:47][C:48]1[CH:52]=[CH:51][N:50]([CH2:53][C:54]([CH3:57])([OH:56])[CH3:55])[N:49]=1, predict the reaction product. The product is: [CH:1]1([CH2:6][CH:7]([N:11]2[C:16](=[O:17])[CH:15]=[CH:14][CH:13]=[N:12]2)[C:8]([NH:47][C:48]2[CH:52]=[CH:51][N:50]([CH2:53][C:54]([OH:56])([CH3:55])[CH3:57])[N:49]=2)=[O:10])[CH2:2][CH2:3][CH2:4][CH2:5]1. (3) The product is: [Cl:17][C:18]1[CH:23]=[C:22]([F:24])[CH:21]=[CH:20][C:19]=1/[CH:25]=[CH:26]/[C:27]([NH:16][C:13]1[CH:14]=[CH:15][N:11]([CH2:10][C:8]2[O:9][C:5]([C:2]([F:1])([F:4])[CH3:3])=[CH:6][CH:7]=2)[N:12]=1)=[O:28]. Given the reactants [F:1][C:2]([C:5]1[O:9][C:8]([CH2:10][N:11]2[CH:15]=[CH:14][C:13]([NH2:16])=[N:12]2)=[CH:7][CH:6]=1)([F:4])[CH3:3].[Cl:17][C:18]1[CH:23]=[C:22]([F:24])[CH:21]=[CH:20][C:19]=1/[CH:25]=[CH:26]/[C:27](O)=[O:28], predict the reaction product. (4) The product is: [C:22]([C:2]1[C:10]2[C:9]([NH:11][CH:12]([C:14]3[CH:19]=[CH:18][C:17]([O:20][CH3:21])=[CH:16][CH:15]=3)[CH3:13])=[N:8][CH:7]=[N:6][C:5]=2[S:4][CH:3]=1)#[N:23]. Given the reactants Br[C:2]1[C:10]2[C:9]([NH:11][CH:12]([C:14]3[CH:19]=[CH:18][C:17]([O:20][CH3:21])=[CH:16][CH:15]=3)[CH3:13])=[N:8][CH:7]=[N:6][C:5]=2[S:4][CH:3]=1.[CH3:22][N:23]1CCCC1=O, predict the reaction product. (5) Given the reactants [Br:1][C:2]1[CH:3]=[C:4]2[C:9](=[CH:10][CH:11]=1)[N:8]=[CH:7][CH:6]=[C:5]2Cl.[NH:13]1[CH2:18][CH2:17][O:16][CH2:15][CH2:14]1, predict the reaction product. The product is: [Br:1][C:2]1[CH:3]=[C:4]2[C:9](=[CH:10][CH:11]=1)[N:8]=[CH:7][CH:6]=[C:5]2[N:13]1[CH2:18][CH2:17][O:16][CH2:15][CH2:14]1. (6) Given the reactants [CH3:1][C:2]1[NH:3][C:4]2[C:9]([C:10]=1[CH3:11])=[CH:8][C:7]([NH:12][C:13]1[C:22]3[C:17](=[CH:18][C:19]([OH:25])=[C:20]([O:23][CH3:24])[CH:21]=3)[N:16]=[CH:15][N:14]=1)=[CH:6][CH:5]=2.O[CH2:27][CH2:28][CH2:29][N:30]1[CH2:35][CH2:34][N:33]([CH3:36])[CH2:32][CH2:31]1, predict the reaction product. The product is: [CH3:1][C:2]1[NH:3][C:4]2[C:9]([C:10]=1[CH3:11])=[CH:8][C:7]([NH:12][C:13]1[C:22]3[C:17](=[CH:18][C:19]([O:25][CH2:27][CH2:28][CH2:29][N:30]4[CH2:35][CH2:34][N:33]([CH3:36])[CH2:32][CH2:31]4)=[C:20]([O:23][CH3:24])[CH:21]=3)[N:16]=[CH:15][N:14]=1)=[CH:6][CH:5]=2. (7) Given the reactants F[C:2]1[CH:3]=[CH:4][C:5]([N+:12]([O-:14])=[O:13])=[C:6]([CH:11]=1)[C:7]([O:9][CH3:10])=[O:8].[F:15][C:16]1[CH:21]=[CH:20][C:19]([NH:22][C:23]2[CH:28]=[CH:27][C:26]([OH:29])=[CH:25][CH:24]=2)=[CH:18][CH:17]=1.[C:30]([O-:33])([O-:32])=[O:31].[K+].[K+].C1OCCOCCOCCOCCOCCOC1.[Cl-].[Na+:55].O, predict the reaction product. The product is: [C:30]([O-:33])([OH:32])=[O:31].[Na+:55].[F:15][C:16]1[CH:21]=[CH:20][C:19]([NH:22][C:23]2[CH:28]=[CH:27][C:26]([O:29][C:2]3[CH:3]=[CH:4][C:5]([N+:12]([O-:14])=[O:13])=[C:6]([CH:11]=3)[C:7]([O:9][CH3:10])=[O:8])=[CH:25][CH:24]=2)=[CH:18][CH:17]=1. (8) The product is: [CH3:10][N:11]1[C:1]([C:2]([Cl:4])=[O:3])=[C:14]([C:19]2[CH:24]=[CH:23][CH:22]=[C:21]([CH3:25])[N:20]=2)[CH:13]=[N:12]1. Given the reactants [C:1](Cl)(=O)[C:2]([Cl:4])=[O:3].C(Cl)Cl.[CH3:10][N:11]1C(C(O)=O)=[C:14]([C:19]2[CH:24]=[CH:23][CH:22]=[C:21]([CH3:25])[N:20]=2)[CH:13]=[N:12]1, predict the reaction product.